Predict which catalyst facilitates the given reaction. From a dataset of Catalyst prediction with 721,799 reactions and 888 catalyst types from USPTO. (1) Reactant: [Si:1]([O:18][CH:19]1[CH2:22][N:21]([C:23]2[S:24][CH:25]=[C:26]([C:28](OCC)=[O:29])[N:27]=2)[CH2:20]1)([C:14]([CH3:17])([CH3:16])[CH3:15])([C:8]1[CH:13]=[CH:12][CH:11]=[CH:10][CH:9]=1)[C:2]1[CH:7]=[CH:6][CH:5]=[CH:4][CH:3]=1.[Si:33]([O:50][CH2:51][C@@H:52]([NH2:57])[CH2:53][CH:54]([CH3:56])[CH3:55])([C:46]([CH3:49])([CH3:48])[CH3:47])([C:40]1[CH:45]=[CH:44][CH:43]=[CH:42][CH:41]=1)[C:34]1[CH:39]=[CH:38][CH:37]=[CH:36][CH:35]=1.C[Al](C)C.C(O)(=O)C.C(OCC)(=O)C. Product: [Si:1]([O:18][CH:19]1[CH2:22][N:21]([C:23]2[S:24][CH:25]=[C:26]([C:28](=[O:29])[NH:57][C@H:52]([CH2:51][O:50][Si:33]([C:46]([CH3:48])([CH3:47])[CH3:49])([C:34]3[CH:39]=[CH:38][CH:37]=[CH:36][CH:35]=3)[C:40]3[CH:45]=[CH:44][CH:43]=[CH:42][CH:41]=3)[CH2:53][CH:54]([CH3:56])[CH3:55])[N:27]=2)[CH2:20]1)([C:14]([CH3:17])([CH3:15])[CH3:16])([C:2]1[CH:7]=[CH:6][CH:5]=[CH:4][CH:3]=1)[C:8]1[CH:13]=[CH:12][CH:11]=[CH:10][CH:9]=1. The catalyst class is: 48. (2) Product: [ClH:1].[ClH:1].[CH3:20][C:18]1[N:19]=[C:14]([N:11]2[CH2:12][CH2:13][CH:9]([NH2:8])[CH2:10]2)[C:15]2[N:16]([CH:21]=[CH:22][CH:23]=2)[CH:17]=1. Reactant: [ClH:1].C(OC(=O)[NH:8][CH:9]1[CH2:13][CH2:12][N:11]([C:14]2[C:15]3[N:16]([CH:21]=[CH:22][CH:23]=3)[CH:17]=[C:18]([CH3:20])[N:19]=2)[CH2:10]1)(C)(C)C. The catalyst class is: 5. (3) Reactant: [CH3:1]N(C)C=O.O1CCCC1.C(Cl)(=O)C(Cl)=O.[CH3:17][O:18][C:19](=[O:44])[C:20]1[CH:25]=[CH:24][C:23]([CH2:26][CH2:27][C:28]([C:30]2[CH:35]=[CH:34][C:33]([Cl:36])=[CH:32][C:31]=2[NH:37][C:38]2[CH:43]=[CH:42][CH:41]=[CH:40][N:39]=2)=[O:29])=[CH:22][CH:21]=1. Product: [CH3:17][O:18][C:19](=[O:44])[C:20]1[CH:25]=[CH:24][C:23]([CH2:26][C:27]2[C:28](=[O:29])[C:30]3[C:31](=[CH:32][C:33]([Cl:36])=[CH:34][CH:35]=3)[N:37]([C:38]3[CH:43]=[CH:42][CH:41]=[CH:40][N:39]=3)[CH:1]=2)=[CH:22][CH:21]=1. The catalyst class is: 226. (4) Reactant: [CH3:1][C:2]1[N:10]=[C:9]2[C:5]([N:6]=[CH:7][N:8]2C2CCCCO2)=[C:4]([C:17]2[C:18]([NH:34][C:35]3[CH:36]=[CH:37][C:38]([NH:41]C(=O)C)=[N:39][CH:40]=3)=[N:19][CH:20]=[C:21]([CH2:23][C:24]3[CH:29]=[CH:28][C:27]([S:30]([CH3:33])(=[O:32])=[O:31])=[CH:26][CH:25]=3)[CH:22]=2)[N:3]=1.[C:45]([OH:51])([C:47]([F:50])([F:49])[F:48])=[O:46].C(N)(=O)C. Product: [F:48][C:47]([F:50])([F:49])[C:45]([OH:51])=[O:46].[F:48][C:47]([F:50])([F:49])[C:45]([OH:51])=[O:46].[CH3:1][C:2]1[N:10]=[C:9]2[C:5]([N:6]=[CH:7][NH:8]2)=[C:4]([C:17]2[C:18]([NH:34][C:35]3[CH:36]=[CH:37][C:38]([NH2:41])=[N:39][CH:40]=3)=[N:19][CH:20]=[C:21]([CH2:23][C:24]3[CH:25]=[CH:26][C:27]([S:30]([CH3:33])(=[O:32])=[O:31])=[CH:28][CH:29]=3)[CH:22]=2)[N:3]=1. The catalyst class is: 2. (5) Reactant: [S:1]1[CH:5]=[CH:4][C:3]([CH2:6][NH:7][CH:8]2[CH2:13][CH2:12][N:11]([CH:14]([CH3:28])[CH2:15][CH2:16][NH:17][C:18]([C:20]3[C:21]([CH3:27])=[N:22][CH:23]=[N:24][C:25]=3[CH3:26])=[O:19])[CH2:10][CH2:9]2)=[CH:2]1.[C:29]([O:33][C:34]([N:36]1[CH2:41][CH2:40][CH:39]([CH2:42][C:43](O)=[O:44])[CH2:38][CH2:37]1)=[O:35])([CH3:32])([CH3:31])[CH3:30].CCN=C=NCCCN(C)C.C1C=CC2N(O)N=NC=2C=1.CCN(C(C)C)C(C)C. Product: [C:29]([O:33][C:34]([N:36]1[CH2:41][CH2:40][CH:39]([CH2:42][C:43](=[O:44])[N:7]([CH:8]2[CH2:9][CH2:10][N:11]([CH:14]([CH3:28])[CH2:15][CH2:16][NH:17][C:18]([C:20]3[C:25]([CH3:26])=[N:24][CH:23]=[N:22][C:21]=3[CH3:27])=[O:19])[CH2:12][CH2:13]2)[CH2:6][C:3]2[CH:4]=[CH:5][S:1][CH:2]=2)[CH2:38][CH2:37]1)=[O:35])([CH3:32])([CH3:31])[CH3:30]. The catalyst class is: 2.